From a dataset of NCI-60 drug combinations with 297,098 pairs across 59 cell lines. Regression. Given two drug SMILES strings and cell line genomic features, predict the synergy score measuring deviation from expected non-interaction effect. (1) Drug 1: CCCS(=O)(=O)NC1=C(C(=C(C=C1)F)C(=O)C2=CNC3=C2C=C(C=N3)C4=CC=C(C=C4)Cl)F. Drug 2: C1CCC(C(C1)N)N.C(=O)(C(=O)[O-])[O-].[Pt+4]. Cell line: SK-MEL-28. Synergy scores: CSS=36.0, Synergy_ZIP=3.43, Synergy_Bliss=4.90, Synergy_Loewe=-2.46, Synergy_HSA=4.61. (2) Drug 1: CC1CCC2CC(C(=CC=CC=CC(CC(C(=O)C(C(C(=CC(C(=O)CC(OC(=O)C3CCCCN3C(=O)C(=O)C1(O2)O)C(C)CC4CCC(C(C4)OC)OCCO)C)C)O)OC)C)C)C)OC. Drug 2: CCN(CC)CCCC(C)NC1=C2C=C(C=CC2=NC3=C1C=CC(=C3)Cl)OC. Cell line: NCI-H460. Synergy scores: CSS=28.0, Synergy_ZIP=-8.79, Synergy_Bliss=-5.95, Synergy_Loewe=-5.04, Synergy_HSA=-4.63. (3) Drug 1: CNC(=O)C1=CC=CC=C1SC2=CC3=C(C=C2)C(=NN3)C=CC4=CC=CC=N4. Drug 2: CC1C(C(CC(O1)OC2CC(OC(C2O)C)OC3=CC4=CC5=C(C(=O)C(C(C5)C(C(=O)C(C(C)O)O)OC)OC6CC(C(C(O6)C)O)OC7CC(C(C(O7)C)O)OC8CC(C(C(O8)C)O)(C)O)C(=C4C(=C3C)O)O)O)O. Cell line: SNB-19. Synergy scores: CSS=43.4, Synergy_ZIP=19.5, Synergy_Bliss=19.4, Synergy_Loewe=20.9, Synergy_HSA=20.1. (4) Drug 1: CCC(=C(C1=CC=CC=C1)C2=CC=C(C=C2)OCCN(C)C)C3=CC=CC=C3.C(C(=O)O)C(CC(=O)O)(C(=O)O)O. Drug 2: CNC(=O)C1=NC=CC(=C1)OC2=CC=C(C=C2)NC(=O)NC3=CC(=C(C=C3)Cl)C(F)(F)F. Cell line: HCC-2998. Synergy scores: CSS=-2.09, Synergy_ZIP=1.05, Synergy_Bliss=-2.92, Synergy_Loewe=-39.4, Synergy_HSA=-7.55. (5) Drug 1: CN(CC1=CN=C2C(=N1)C(=NC(=N2)N)N)C3=CC=C(C=C3)C(=O)NC(CCC(=O)O)C(=O)O. Drug 2: CC1CCC2CC(C(=CC=CC=CC(CC(C(=O)C(C(C(=CC(C(=O)CC(OC(=O)C3CCCCN3C(=O)C(=O)C1(O2)O)C(C)CC4CCC(C(C4)OC)O)C)C)O)OC)C)C)C)OC. Cell line: UACC62. Synergy scores: CSS=0.647, Synergy_ZIP=-3.16, Synergy_Bliss=-1.71, Synergy_Loewe=-5.75, Synergy_HSA=-1.98.